This data is from CYP3A4 inhibition data for predicting drug metabolism from PubChem BioAssay. The task is: Regression/Classification. Given a drug SMILES string, predict its absorption, distribution, metabolism, or excretion properties. Task type varies by dataset: regression for continuous measurements (e.g., permeability, clearance, half-life) or binary classification for categorical outcomes (e.g., BBB penetration, CYP inhibition). Dataset: cyp3a4_veith. (1) The molecule is Cc1ccc(C(=O)C2C(=O)c3ccccc3C2=O)cc1. The result is 0 (non-inhibitor). (2) The compound is N#Cc1cc([N+](=O)[O-])cnc1NCC(O)CO. The result is 0 (non-inhibitor). (3) The drug is CCC(C(=O)c1ccccc1)N(C(=O)c1ccccc1Cl)N1C(=O)C2C3C=CC(C3)C2C1=O. The result is 1 (inhibitor). (4) The molecule is O=C(Nc1ccccc1)N1CC2(CCN(C(=O)c3cc(C(F)(F)F)cc(C(F)(F)F)c3)CC2)C1. The result is 0 (non-inhibitor). (5) The molecule is O=C(Oc1ccccc1N1C(=O)C2CCCCC2C1=O)c1ccccc1. The result is 0 (non-inhibitor). (6) The result is 1 (inhibitor). The drug is CCOC(=O)N1CCN(C(=O)C(CC)n2nc(C)c3sc4ccccc4c3c2=O)CC1.